Dataset: Full USPTO retrosynthesis dataset with 1.9M reactions from patents (1976-2016). Task: Predict the reactants needed to synthesize the given product. Given the product [C:24]([NH2:28])([CH3:27])([CH3:26])[CH3:25].[NH2:1][CH2:2][C:3]1[C:4]([CH2:20][CH:21]([CH3:23])[CH3:22])=[N:5][C:6]([CH3:19])=[C:7]([C:11]=1[C:12]1[CH:17]=[CH:16][C:15]([CH3:18])=[CH:14][CH:13]=1)[C:8]([OH:10])=[O:9], predict the reactants needed to synthesize it. The reactants are: [NH2:1][CH2:2][C:3]1[C:4]([CH2:20][CH:21]([CH3:23])[CH3:22])=[N:5][C:6]([CH3:19])=[C:7]([C:11]=1[C:12]1[CH:17]=[CH:16][C:15]([CH3:18])=[CH:14][CH:13]=1)[C:8]([OH:10])=[O:9].[C:24]([NH2:28])([CH3:27])([CH3:26])[CH3:25].